Dataset: Reaction yield outcomes from USPTO patents with 853,638 reactions. Task: Predict the reaction yield, written as a fraction of the theoretical maximum amount of product (1.0 means a 100% yield; for example, 0.34 means a 34% yield). (1) The reactants are C(=O)([O-])[O-].[Cs+].[Cs+].[F:7][CH2:8][CH2:9]I.[NH2:11][C:12]1[N:17]=[C:16]([C:18]2[C:19]([C:23]3[C:24]([F:44])=[C:25]([N:29]([CH2:41][O:42][CH3:43])[S:30]([C:33]4[CH:38]=[C:37]([F:39])[CH:36]=[CH:35][C:34]=4[F:40])(=[O:32])=[O:31])[CH:26]=[CH:27][CH:28]=3)=[N:20][NH:21][CH:22]=2)[CH:15]=[CH:14][N:13]=1.O. The catalyst is CN(C=O)C.C(Cl)Cl. The product is [NH2:11][C:12]1[N:17]=[C:16]([C:18]2[C:19]([C:23]3[C:24]([F:44])=[C:25]([N:29]([CH2:41][O:42][CH3:43])[S:30]([C:33]4[CH:38]=[C:37]([F:39])[CH:36]=[CH:35][C:34]=4[F:40])(=[O:31])=[O:32])[CH:26]=[CH:27][CH:28]=3)=[N:20][N:21]([CH2:9][CH2:8][F:7])[CH:22]=2)[CH:15]=[CH:14][N:13]=1. The yield is 0.730. (2) The reactants are Br[C:2]1[C:3]([CH2:18][C:19]2[CH:24]=[CH:23][C:22]([Cl:25])=[C:21]([Cl:26])[CH:20]=2)=[C:4]([C:13]([O:15][CH2:16][CH3:17])=[O:14])[S:5][C:6]=1[N:7]1[CH2:12][CH2:11][O:10][CH2:9][CH2:8]1.[CH3:27][CH:28]([C:30]1[CH:35]=[C:34](C(C)C)[C:33](C2C=CC=CC=2P(C2CCCCC2)C2CCCCC2)=[C:32](C(C)C)[CH:31]=1)C.C1(C#C)C=CC=CC=1.CN(C=O)C. The catalyst is CCOC(C)=O.O.CC#N.CC#N.Cl[Pd]Cl. The product is [Cl:26][C:21]1[CH:20]=[C:19]([CH:24]=[CH:23][C:22]=1[Cl:25])[CH2:18][C:3]1[C:2]([C:27]#[C:28][C:30]2[CH:35]=[CH:34][CH:33]=[CH:32][CH:31]=2)=[C:6]([N:7]2[CH2:12][CH2:11][O:10][CH2:9][CH2:8]2)[S:5][C:4]=1[C:13]([O:15][CH2:16][CH3:17])=[O:14]. The yield is 0.400. (3) The reactants are [CH3:1][O:2][C:3]1[CH:4]=[C:5]2[C:10](=[CH:11][C:12]=1[O:13][CH3:14])[N:9]=[CH:8][N:7]=[C:6]2[O:15][C:16]1[CH:22]=[CH:21][C:19]([NH2:20])=[CH:18][CH:17]=1.C(O)C.[Cl:26][C:27]1[CH:28]=[C:29]([C:33]([N:35]=[C:36]=[S:37])=[O:34])[CH:30]=[CH:31][CH:32]=1. The catalyst is C1(C)C=CC=CC=1. The product is [Cl:26][C:27]1[CH:28]=[C:29]([CH:30]=[CH:31][CH:32]=1)[C:33]([NH:35][C:36]([NH:20][C:19]1[CH:21]=[CH:22][C:16]([O:15][C:6]2[C:5]3[C:10](=[CH:11][C:12]([O:13][CH3:14])=[C:3]([O:2][CH3:1])[CH:4]=3)[N:9]=[CH:8][N:7]=2)=[CH:17][CH:18]=1)=[S:37])=[O:34]. The yield is 0.960. (4) The reactants are [C:1]([C:3]1[C:4]([CH:19]([C:23]2[CH:28]=[CH:27][C:26]([Cl:29])=[C:25]([Cl:30])[CH:24]=2)[CH2:20][CH2:21][OH:22])=[C:5]([C:14]([O:16]CC)=[O:15])[S:6][C:7]=1[N:8]1[CH2:13][CH2:12][O:11][CH2:10][CH2:9]1)#[N:2].[H-].[Na+].CCOC(C)=O. The catalyst is O1CCCC1.[Cl-].[Na+].O. The product is [C:1]([C:3]1[C:4]([CH:19]([C:23]2[CH:28]=[CH:27][C:26]([Cl:29])=[C:25]([Cl:30])[CH:24]=2)[CH2:20][CH2:21][OH:22])=[C:5]([C:14]([OH:16])=[O:15])[S:6][C:7]=1[N:8]1[CH2:9][CH2:10][O:11][CH2:12][CH2:13]1)#[N:2]. The yield is 0.182. (5) The yield is 0.500. The catalyst is C(Cl)Cl. The product is [OH:1][CH2:2][CH2:3][CH:4]1[C:12]2[C:7](=[CH:8][CH:9]=[CH:10][CH:11]=2)[C:6](=[O:13])[N:5]1[C:14]1[C:22]2[C:17](=[N:18][CH:19]=[C:20]([C:23]3[CH:28]=[CH:27][C:26]([S:29]([CH:32]([CH3:34])[CH3:33])(=[O:31])=[O:30])=[CH:25][CH:24]=3)[N:21]=2)[NH:16][CH:15]=1. The reactants are [OH:1][CH2:2][CH2:3][CH:4]1[C:12]2[C:7](=[CH:8][CH:9]=[CH:10][CH:11]=2)[C:6](=[O:13])[N:5]1[C:14]1[C:22]2[C:17](=[N:18][CH:19]=[C:20]([C:23]3[CH:28]=[CH:27][C:26]([S:29]([CH:32]([CH3:34])[CH3:33])(=[O:31])=[O:30])=[CH:25][CH:24]=3)[N:21]=2)[N:16](C(C2C=CC=CC=2)(C2C=CC=CC=2)C2C=CC=CC=2)[CH:15]=1.[SiH](CC)(CC)CC.C(O)(C(F)(F)F)=O.